Dataset: Catalyst prediction with 721,799 reactions and 888 catalyst types from USPTO. Task: Predict which catalyst facilitates the given reaction. (1) Reactant: [NH2:1][C:2]1[CH:3]=[N:4][CH:5]=[CH:6][CH:7]=1.[Cl:8][C:9]1[CH:14]=[CH:13][C:12]([C:15]2[O:19][N:18]=[CH:17][C:16]=2[CH2:20][CH2:21][C:22](O)=[O:23])=[CH:11][CH:10]=1.O.ON1C2C=CC=CC=2N=N1.Cl.C(N=C=NCCCN(C)C)C. Product: [N:4]1[CH:5]=[CH:6][CH:7]=[C:2]([NH:1][C:22](=[O:23])[CH2:21][CH2:20][C:16]2[CH:17]=[N:18][O:19][C:15]=2[C:12]2[CH:13]=[CH:14][C:9]([Cl:8])=[CH:10][CH:11]=2)[CH:3]=1. The catalyst class is: 145. (2) Reactant: [Br:1][C:2]1[CH:3]=[C:4]([CH:9]=[C:10]([CH2:13][CH2:14][CH2:15][OH:16])[C:11]=1[CH3:12])[C:5]([O:7][CH3:8])=[O:6].N1C=CN=C1.Cl[Si:23]([CH:30]([CH3:32])[CH3:31])([CH:27]([CH3:29])[CH3:28])[CH:24]([CH3:26])[CH3:25]. Product: [Br:1][C:2]1[CH:3]=[C:4]([CH:9]=[C:10]([CH2:13][CH2:14][CH2:15][O:16][Si:23]([CH:30]([CH3:32])[CH3:31])([CH:27]([CH3:29])[CH3:28])[CH:24]([CH3:26])[CH3:25])[C:11]=1[CH3:12])[C:5]([O:7][CH3:8])=[O:6]. The catalyst class is: 3. (3) Product: [CH2:18]([C:15]1[S:16][CH:17]=[C:13]([CH2:12][O:10][C:7]2[CH:8]=[CH:9][C:4]([N+:1]([O-:3])=[O:2])=[CH:5][CH:6]=2)[N:14]=1)[CH3:19]. Reactant: [N+:1]([C:4]1[CH:9]=[CH:8][C:7]([OH:10])=[CH:6][CH:5]=1)([O-:3])=[O:2].Cl[CH2:12][C:13]1[N:14]=[C:15]([CH2:18][CH3:19])[S:16][CH:17]=1.C(=O)([O-])[O-].[K+].[K+].CN(C)C=O. The catalyst class is: 6.